This data is from Forward reaction prediction with 1.9M reactions from USPTO patents (1976-2016). The task is: Predict the product of the given reaction. (1) Given the reactants Br[C:2]1[NH:3][C:4]2[C:9]([C:10]=1[CH:11]=[O:12])=[CH:8][CH:7]=[CH:6][CH:5]=2.[F:13][C:14]([F:25])([F:24])[C:15]1[CH:20]=[CH:19][CH:18]=[CH:17][C:16]=1B(O)O, predict the reaction product. The product is: [F:13][C:14]([F:25])([F:24])[C:15]1[CH:20]=[CH:19][CH:18]=[CH:17][C:16]=1[C:2]1[NH:3][C:4]2[C:9]([C:10]=1[CH:11]=[O:12])=[CH:8][CH:7]=[CH:6][CH:5]=2. (2) Given the reactants [F:1][C:2]1[CH:7]=[C:6]([F:8])[CH:5]=[CH:4][C:3]=1[C:9](=O)[CH2:10][N:11]1[C:15]([C:16]([O:18]C)=O)=[N:14][CH:13]=[N:12]1.C([O-])(=O)C.[NH4+:25].C(=O)(O)[O-].[Na+], predict the reaction product. The product is: [F:1][C:2]1[CH:7]=[C:6]([F:8])[CH:5]=[CH:4][C:3]=1[C:9]1[NH:25][C:16](=[O:18])[C:15]2[N:11]([N:12]=[CH:13][N:14]=2)[CH:10]=1. (3) Given the reactants Br[C:2]1[C:3]2[C:4]([C:20](=[O:28])[C:21]3[CH:26]=[CH:25][C:24]([Cl:27])=[CH:23][CH:22]=3)=[C:5]3[CH:14]([CH2:15][C:16]([O:18]C)=[O:17])[CH2:13][CH2:12][N:6]3[C:7]=2[CH:8]=[C:9]([F:11])[CH:10]=1.[CH3:29][N:30]1[CH:34]=[CH:33][CH:32]=[C:31]1[Sn](CCCC)(CCCC)CCCC, predict the reaction product. The product is: [Cl:27][C:24]1[CH:23]=[CH:22][C:21]([C:20]([C:4]2[C:3]3[C:2]([C:31]4[N:30]([CH3:29])[CH:34]=[CH:33][CH:32]=4)=[CH:10][C:9]([F:11])=[CH:8][C:7]=3[N:6]3[CH2:12][CH2:13][CH:14]([CH2:15][C:16]([OH:18])=[O:17])[C:5]=23)=[O:28])=[CH:26][CH:25]=1.